This data is from Catalyst prediction with 721,799 reactions and 888 catalyst types from USPTO. The task is: Predict which catalyst facilitates the given reaction. (1) Reactant: [O:1]1[CH2:6][CH2:5][CH:4]([C:7]2[S:8][CH:9]=[C:10]([CH2:12][OH:13])[N:11]=2)[CH2:3][CH2:2]1.N1C=CN=C1.[C:19]([Si:23](Cl)([CH3:25])[CH3:24])([CH3:22])([CH3:21])[CH3:20]. Product: [Si:23]([O:13][CH2:12][C:10]1[N:11]=[C:7]([CH:4]2[CH2:3][CH2:2][O:1][CH2:6][CH2:5]2)[S:8][CH:9]=1)([C:19]([CH3:22])([CH3:21])[CH3:20])([CH3:25])[CH3:24]. The catalyst class is: 4. (2) Reactant: [C:1]([C:5]1[CH:6]=[C:7]2[C:12](=[C:13]([F:15])[CH:14]=1)[C:11](=[O:16])[NH:10][N:9]=[CH:8]2)([CH3:4])([CH3:3])[CH3:2].[H-].[Na+].F[C:20]1[N:27]=[CH:26][CH:25]=[C:24]([I:28])[C:21]=1[CH:22]=[O:23]. Product: [C:1]([C:5]1[CH:6]=[C:7]2[C:12](=[C:13]([F:15])[CH:14]=1)[C:11](=[O:16])[N:10]([C:20]1[C:21]([CH:22]=[O:23])=[C:24]([I:28])[CH:25]=[CH:26][N:27]=1)[N:9]=[CH:8]2)([CH3:4])([CH3:2])[CH3:3]. The catalyst class is: 1. (3) Reactant: Cl[C:2]1[C:11]([CH2:12][C:13]2[CH:18]=[CH:17][C:16]([N:19]3[CH:23]=[CH:22][CH:21]=[N:20]3)=[CH:15][CH:14]=2)=[C:10]([Cl:24])[C:9]2[C:4](=[CH:5][CH:6]=[C:7]([C:25]([C:33]3[N:37]([CH3:38])[CH:36]=[N:35][CH:34]=3)([C:27]3[N:32]=[CH:31][CH:30]=[CH:29][N:28]=3)[OH:26])[CH:8]=2)[N:3]=1.C1(C)C=CC=CC=1.[CH3:46][O-:47].[Na+]. Product: [Cl:24][C:10]1[C:9]2[C:4](=[CH:5][CH:6]=[C:7]([C:25]([C:33]3[N:37]([CH3:38])[CH:36]=[N:35][CH:34]=3)([C:27]3[N:32]=[CH:31][CH:30]=[CH:29][N:28]=3)[OH:26])[CH:8]=2)[N:3]=[C:2]([O:47][CH3:46])[C:11]=1[CH2:12][C:13]1[CH:18]=[CH:17][C:16]([N:19]2[CH:23]=[CH:22][CH:21]=[N:20]2)=[CH:15][CH:14]=1. The catalyst class is: 25. (4) Reactant: [CH3:1][CH:2](O)[CH3:3].C1(P(C2C=CC=CC=2)C2C=CC=CC=2)C=CC=CC=1.N(C(OC(C)C)=O)=NC(OC(C)C)=O.[Br:38][C:39]1[CH:48]=[CH:47][C:42]([C:43]([O:45][CH3:46])=[O:44])=[CH:41][C:40]=1[OH:49]. Product: [Br:38][C:39]1[CH:48]=[CH:47][C:42]([C:43]([O:45][CH3:46])=[O:44])=[CH:41][C:40]=1[O:49][CH:2]([CH3:3])[CH3:1]. The catalyst class is: 7. (5) Reactant: [Cl:1][CH:2]([Cl:6])[C:3]([OH:5])=[O:4]. Product: [Cl:1][CH:2]([Cl:6])[C:3]([OH:5])=[O:4].[Cl:1][CH2:2][Cl:6]. The catalyst class is: 4. (6) Reactant: B(Br)(Br)Br.C(OC([N:12]1[CH2:17][CH2:16][C:15]2[N:18]([CH3:37])[C:19]([C:30]3[CH:35]=[CH:34][N:33]=[C:32]([NH2:36])[N:31]=3)=[C:20]([NH:21][C:22]3[CH:27]=[CH:26][CH:25]=[C:24]([O:28]C)[CH:23]=3)[C:14]=2[C:13]1=[O:38])=O)(C)(C)C.O. Product: [NH2:36][C:32]1[N:31]=[C:30]([C:19]2[N:18]([CH3:37])[C:15]3[CH2:16][CH2:17][NH:12][C:13](=[O:38])[C:14]=3[C:20]=2[NH:21][C:22]2[CH:27]=[CH:26][CH:25]=[C:24]([OH:28])[CH:23]=2)[CH:35]=[CH:34][N:33]=1. The catalyst class is: 2. (7) Reactant: [Cl:1][C:2]1[C:3]([CH2:14][OH:15])=[N:4][CH:5]=[C:6]([O:8][CH2:9][CH2:10][CH2:11][CH2:12][CH3:13])[CH:7]=1.C(N(CC)CC)C.[CH3:23][S:24](Cl)(=[O:26])=[O:25]. Product: [CH3:23][S:24]([O:15][CH2:14][C:3]1[C:2]([Cl:1])=[CH:7][C:6]([O:8][CH2:9][CH2:10][CH2:11][CH2:12][CH3:13])=[CH:5][N:4]=1)(=[O:26])=[O:25]. The catalyst class is: 317.